This data is from NCI-60 drug combinations with 297,098 pairs across 59 cell lines. The task is: Regression. Given two drug SMILES strings and cell line genomic features, predict the synergy score measuring deviation from expected non-interaction effect. (1) Drug 1: CC1=C(C(CCC1)(C)C)C=CC(=CC=CC(=CC(=O)O)C)C. Drug 2: CC(C)CN1C=NC2=C1C3=CC=CC=C3N=C2N. Cell line: TK-10. Synergy scores: CSS=7.37, Synergy_ZIP=-4.80, Synergy_Bliss=-2.73, Synergy_Loewe=-5.15, Synergy_HSA=-3.36. (2) Cell line: M14. Drug 1: C1=C(C(=O)NC(=O)N1)F. Synergy scores: CSS=39.1, Synergy_ZIP=1.88, Synergy_Bliss=0.0388, Synergy_Loewe=-6.79, Synergy_HSA=1.63. Drug 2: CN(C(=O)NC(C=O)C(C(C(CO)O)O)O)N=O. (3) Drug 1: CC1=C(C=C(C=C1)NC2=NC=CC(=N2)N(C)C3=CC4=NN(C(=C4C=C3)C)C)S(=O)(=O)N.Cl. Drug 2: CC1CCC2CC(C(=CC=CC=CC(CC(C(=O)C(C(C(=CC(C(=O)CC(OC(=O)C3CCCCN3C(=O)C(=O)C1(O2)O)C(C)CC4CCC(C(C4)OC)O)C)C)O)OC)C)C)C)OC. Cell line: HOP-92. Synergy scores: CSS=22.8, Synergy_ZIP=3.32, Synergy_Bliss=4.37, Synergy_Loewe=-17.7, Synergy_HSA=6.02. (4) Cell line: NCI-H226. Drug 2: CN(C(=O)NC(C=O)C(C(C(CO)O)O)O)N=O. Synergy scores: CSS=5.45, Synergy_ZIP=1.26, Synergy_Bliss=-5.70, Synergy_Loewe=-31.5, Synergy_HSA=-3.37. Drug 1: CCC1(CC2CC(C3=C(CCN(C2)C1)C4=CC=CC=C4N3)(C5=C(C=C6C(=C5)C78CCN9C7C(C=CC9)(C(C(C8N6C)(C(=O)OC)O)OC(=O)C)CC)OC)C(=O)OC)O.OS(=O)(=O)O. (5) Synergy scores: CSS=5.95, Synergy_ZIP=3.35, Synergy_Bliss=7.89, Synergy_Loewe=5.07, Synergy_HSA=4.23. Drug 1: C1CC(=O)NC(=O)C1N2CC3=C(C2=O)C=CC=C3N. Cell line: NCIH23. Drug 2: CCN(CC)CCNC(=O)C1=C(NC(=C1C)C=C2C3=C(C=CC(=C3)F)NC2=O)C. (6) Drug 1: C1=C(C(=O)NC(=O)N1)N(CCCl)CCCl. Drug 2: C1CC(C1)(C(=O)O)C(=O)O.[NH2-].[NH2-].[Pt+2]. Cell line: OVCAR3. Synergy scores: CSS=55.3, Synergy_ZIP=5.18, Synergy_Bliss=4.69, Synergy_Loewe=-1.38, Synergy_HSA=5.40. (7) Drug 1: CN(C)C1=NC(=NC(=N1)N(C)C)N(C)C. Cell line: DU-145. Drug 2: CN(CCCl)CCCl.Cl. Synergy scores: CSS=1.14, Synergy_ZIP=-1.47, Synergy_Bliss=-2.76, Synergy_Loewe=-20.5, Synergy_HSA=-6.49. (8) Drug 1: C1=CC(=CC=C1CCCC(=O)O)N(CCCl)CCCl. Drug 2: CC1=C(C(CCC1)(C)C)C=CC(=CC=CC(=CC(=O)O)C)C. Cell line: HL-60(TB). Synergy scores: CSS=51.3, Synergy_ZIP=-12.4, Synergy_Bliss=-26.8, Synergy_Loewe=-20.6, Synergy_HSA=-19.4. (9) Drug 1: CC1C(C(CC(O1)OC2CC(CC3=C2C(=C4C(=C3O)C(=O)C5=C(C4=O)C(=CC=C5)OC)O)(C(=O)CO)O)N)O.Cl. Drug 2: C1CC(=O)NC(=O)C1N2CC3=C(C2=O)C=CC=C3N. Cell line: T-47D. Synergy scores: CSS=5.25, Synergy_ZIP=0.202, Synergy_Bliss=1.45, Synergy_Loewe=-28.2, Synergy_HSA=-1.32. (10) Drug 1: CC=C1C(=O)NC(C(=O)OC2CC(=O)NC(C(=O)NC(CSSCCC=C2)C(=O)N1)C(C)C)C(C)C. Drug 2: CN(C(=O)NC(C=O)C(C(C(CO)O)O)O)N=O. Cell line: HOP-92. Synergy scores: CSS=39.8, Synergy_ZIP=-0.161, Synergy_Bliss=2.77, Synergy_Loewe=1.78, Synergy_HSA=2.61.